From a dataset of Forward reaction prediction with 1.9M reactions from USPTO patents (1976-2016). Predict the product of the given reaction. (1) The product is: [ClH:17].[Cl:17][C:18]1[CH:19]=[C:20]([NH:25][C:26]([NH:9][C:6]2[CH:7]=[CH:8][C:3]([O:2][CH3:1])=[C:4]([N:10]3[CH2:11][CH2:12][N:13]([CH3:16])[CH2:14][CH2:15]3)[CH:5]=2)=[O:27])[CH:21]=[CH:22][C:23]=1[CH3:24]. Given the reactants [CH3:1][O:2][C:3]1[CH:8]=[CH:7][C:6]([NH2:9])=[CH:5][C:4]=1[N:10]1[CH2:15][CH2:14][N:13]([CH3:16])[CH2:12][CH2:11]1.[Cl:17][C:18]1[CH:19]=[C:20]([N:25]=[C:26]=[O:27])[CH:21]=[CH:22][C:23]=1[CH3:24], predict the reaction product. (2) Given the reactants [CH3:1][C:2]1([C:13]([O:15][CH2:16][CH3:17])=[O:14])[C:11](=O)[C:10]2[C:5](=[CH:6][CH:7]=[CH:8][CH:9]=2)[O:4][CH2:3]1.C([SiH](CC)CC)C, predict the reaction product. The product is: [CH3:1][C:2]1([C:13]([O:15][CH2:16][CH3:17])=[O:14])[CH2:11][C:10]2[C:5](=[CH:6][CH:7]=[CH:8][CH:9]=2)[O:4][CH2:3]1. (3) Given the reactants [Br:1][C:2]1[CH:8]=[CH:7][C:5]([NH2:6])=[CH:4][CH:3]=1.[C:9](OCC)(=[O:14])[CH2:10][C:11]([CH3:13])=O.[OH-].[Na+], predict the reaction product. The product is: [Br:1][C:2]1[CH:8]=[C:7]2[C:5](=[CH:4][CH:3]=1)[N:6]=[C:11]([CH3:13])[CH:10]=[C:9]2[OH:14]. (4) Given the reactants [NH2:1][CH2:2][C@@H:3]1[C@@H:11]([C@@:12]2([CH3:21])[CH2:17][CH2:16][C@H:15]([OH:18])[CH2:14][C@@H:13]2[CH2:19][OH:20])[CH2:10][CH2:9][C@@:8]2([CH3:22])[C@H:4]1[CH2:5][CH2:6][C:7]2=[CH2:23].C1CN([P+](ON2N=NC3C=CC=CC2=3)(N2CCCC2)N2CCCC2)CC1.F[P-](F)(F)(F)(F)F.[CH:57]1[C:66]2[C:61](=[CH:62][CH:63]=[CH:64][CH:65]=2)[CH:60]=[CH:59][C:58]=1[C:67](O)=[O:68].CCN(C(C)C)C(C)C, predict the reaction product. The product is: [OH:18][C@H:15]1[CH2:16][CH2:17][C@@:12]([C@H:11]2[CH2:10][CH2:9][C@@:8]3([CH3:22])[C@@H:4]([CH2:5][CH2:6][C:7]3=[CH2:23])[C@@H:3]2[CH2:2][NH:1][C:67]([C:58]2[CH:59]=[CH:60][C:61]3[C:66](=[CH:65][CH:64]=[CH:63][CH:62]=3)[CH:57]=2)=[O:68])([CH3:21])[C@@H:13]([CH2:19][OH:20])[CH2:14]1. (5) Given the reactants [N:1]([CH:4]([C:6]1[CH:7]=[C:8]([Cl:26])[C:9]([CH3:25])=[C:10]([C:20]([NH:22][CH2:23][CH3:24])=[O:21])[C:11]=1[C:12]1[CH:17]=[C:16]([F:18])[CH:15]=[C:14]([F:19])[CH:13]=1)[CH3:5])=[N+]=[N-].CP(C)C, predict the reaction product. The product is: [NH2:1][CH:4]([C:6]1[CH:7]=[C:8]([Cl:26])[C:9]([CH3:25])=[C:10]([C:20]([NH:22][CH2:23][CH3:24])=[O:21])[C:11]=1[C:12]1[CH:13]=[C:14]([F:19])[CH:15]=[C:16]([F:18])[CH:17]=1)[CH3:5]. (6) Given the reactants [CH3:1][O:2][C:3]([C:5]1[S:6][C:7]2[CH2:8][CH2:9][O:10][C:11]3[CH:18]=[CH:17][C:16]([Br:19])=[CH:15][C:12]=3[C:13]=2[N:14]=1)=[O:4].CC(N=NC(C#N)(C)C)(C#N)C.C1C(=O)N([Br:39])C(=O)C1, predict the reaction product. The product is: [CH3:1][O:2][C:3]([C:5]1[S:6][C:7]2[CH:8]([Br:39])[CH2:9][O:10][C:11]3[CH:18]=[CH:17][C:16]([Br:19])=[CH:15][C:12]=3[C:13]=2[N:14]=1)=[O:4]. (7) Given the reactants [F:1][C:2]([F:30])([F:29])[O:3][C:4]1[CH:9]=[CH:8][C:7]([N:10]2[CH:14]=[N:13][C:12]([C:15]3[CH:20]=[CH:19][C:18]([CH:21]4[CH2:23][CH:22]4[C:24]([O:26]CC)=[O:25])=[CH:17][CH:16]=3)=[N:11]2)=[CH:6][CH:5]=1.[OH-].[Na+].Cl, predict the reaction product. The product is: [F:30][C:2]([F:1])([F:29])[O:3][C:4]1[CH:9]=[CH:8][C:7]([N:10]2[CH:14]=[N:13][C:12]([C:15]3[CH:20]=[CH:19][C:18]([CH:21]4[CH2:23][CH:22]4[C:24]([OH:26])=[O:25])=[CH:17][CH:16]=3)=[N:11]2)=[CH:6][CH:5]=1.